Predict the reaction yield, written as a fraction of the theoretical maximum amount of product (1.0 means a 100% yield; for example, 0.34 means a 34% yield). From a dataset of Reaction yield outcomes from USPTO patents with 853,638 reactions. (1) The reactants are [C:1]([O:5][C:6](=[O:32])[N:7]([C:16]1[S:17][CH:18]=[CH:19][C@:20]([C:24]2[CH:29]=[C:28]([Br:30])[CH:27]=[CH:26][C:25]=2[F:31])([CH2:22][F:23])[N:21]=1)[CH2:8][O:9][CH2:10][CH2:11][Si:12]([CH3:15])([CH3:14])[CH3:13])([CH3:4])([CH3:3])[CH3:2].[Li+].CC([N-]C(C)C)C.Cl[C:42]([O:44][CH2:45][CH3:46])=[O:43]. The catalyst is C1COCC1. The product is [Br:30][C:28]1[CH:27]=[CH:26][C:25]([F:31])=[C:24]([C@:20]2([CH2:22][F:23])[CH:19]=[C:18]([C:42]([O:44][CH2:45][CH3:46])=[O:43])[S:17][C:16]([N:7]([C:6]([O:5][C:1]([CH3:4])([CH3:2])[CH3:3])=[O:32])[CH2:8][O:9][CH2:10][CH2:11][Si:12]([CH3:14])([CH3:13])[CH3:15])=[N:21]2)[CH:29]=1. The yield is 0.493. (2) The reactants are [NH2:1][C:2]1[CH:7]=[C:6]([Cl:8])[C:5]([C:9]2[CH:14]=[CH:13][C:12]([N:15]([CH3:17])[CH3:16])=[CH:11][CH:10]=2)=[CH:4][C:3]=1[C:18]([O:20][CH3:21])=[O:19].[CH3:22][C:23]1[CH:27]=[C:26]([CH2:28][C:29](O)=[O:30])[O:25][N:24]=1.CN(C(ON1N=NC2C=CC=NC1=2)=[N+](C)C)C.F[P-](F)(F)(F)(F)F.C(N(CC)CC)C. The catalyst is ClCCl. The product is [Cl:8][C:6]1[C:5]([C:9]2[CH:10]=[CH:11][C:12]([N:15]([CH3:16])[CH3:17])=[CH:13][CH:14]=2)=[CH:4][C:3]([C:18]([O:20][CH3:21])=[O:19])=[C:2]([NH:1][C:29](=[O:30])[CH2:28][C:26]2[O:25][N:24]=[C:23]([CH3:22])[CH:27]=2)[CH:7]=1. The yield is 0.920. (3) The reactants are C(=O)([O-])[O-].[Cs+].[Cs+].[Cl:7][C:8]1[C:12]([NH:13][C:14](=[O:24])[CH2:15][CH2:16][S:17][CH2:18][CH2:19][C:20]([F:23])([F:22])[F:21])=[CH:11][N:10]([C:25]2[CH:26]=[N:27][CH:28]=[CH:29][CH:30]=2)[N:9]=1.CN(C)C=O.I[CH2:37][CH3:38]. The catalyst is O.C(OCC)(=O)C. The product is [Cl:7][C:8]1[C:12]([N:13]([CH2:37][CH3:38])[C:14](=[O:24])[CH2:15][CH2:16][S:17][CH2:18][CH2:19][C:20]([F:22])([F:21])[F:23])=[CH:11][N:10]([C:25]2[CH:26]=[N:27][CH:28]=[CH:29][CH:30]=2)[N:9]=1. The yield is 0.660. (4) The reactants are C1CCN2C(=NCCC2)CC1.C([NH:29][CH:30]([C:60]1[CH:65]=[CH:64][C:63]([O:66][CH2:67][CH2:68][CH2:69][CH2:70][CH2:71][CH2:72][CH2:73][CH2:74][CH2:75][CH2:76][CH2:77][CH2:78][CH2:79][CH2:80][CH2:81][CH2:82][CH2:83][CH2:84][CH2:85][CH2:86][CH2:87][CH3:88])=[CH:62][CH:61]=1)[C:31]1[CH:36]=[CH:35][C:34]([O:37][CH2:38][CH2:39][CH2:40][CH2:41][CH2:42][CH2:43][CH2:44][CH2:45][CH2:46][CH2:47][CH2:48][CH2:49][CH2:50][CH2:51][CH2:52][CH2:53][CH2:54][CH2:55][CH2:56][CH2:57][CH2:58][CH3:59])=[CH:33][CH:32]=1)(OCC1C2C(=CC=CC=2)C2C1=CC=CC=2)=O.Cl. The catalyst is ClCCl. The product is [CH2:38]([O:37][C:34]1[CH:33]=[CH:32][C:31]([CH:30]([NH2:29])[C:60]2[CH:65]=[CH:64][C:63]([O:66][CH2:67][CH2:68][CH2:69][CH2:70][CH2:71][CH2:72][CH2:73][CH2:74][CH2:75][CH2:76][CH2:77][CH2:78][CH2:79][CH2:80][CH2:81][CH2:82][CH2:83][CH2:84][CH2:85][CH2:86][CH2:87][CH3:88])=[CH:62][CH:61]=2)=[CH:36][CH:35]=1)[CH2:39][CH2:40][CH2:41][CH2:42][CH2:43][CH2:44][CH2:45][CH2:46][CH2:47][CH2:48][CH2:49][CH2:50][CH2:51][CH2:52][CH2:53][CH2:54][CH2:55][CH2:56][CH2:57][CH2:58][CH3:59]. The yield is 0.860. (5) The reactants are [Cl:1][C:2]1[CH:7]=[C:6]([O:8][C:9]2[C:14]([F:15])=[CH:13][C:12]([NH:16][C:17]([C:19]3[C:20](=[O:35])[N:21]([C:28]4[CH:33]=[CH:32][C:31]([F:34])=[CH:30][CH:29]=4)[CH:22]=[CH:23][C:24]=3[O:25][CH2:26][CH3:27])=[O:18])=[C:11]([F:36])[CH:10]=2)[CH:5]=[CH:4][N:3]=1.[C:37]([O-])([O-])=O.[K+].[K+]. The catalyst is C(O)(C)C. The product is [Cl:1][C:2]1[CH:7]=[C:6]([O:8][C:9]2[C:14]([F:15])=[CH:13][C:12]([NH:16][C:17]([C:19]3[C:20](=[O:35])[N:21]([C:28]4[CH:33]=[CH:32][C:31]([F:34])=[CH:30][CH:29]=4)[CH:22]=[CH:23][C:24]=3[O:25][CH:26]([CH3:37])[CH3:27])=[O:18])=[C:11]([F:36])[CH:10]=2)[CH:5]=[CH:4][N:3]=1. The yield is 0.740.